From a dataset of Catalyst prediction with 721,799 reactions and 888 catalyst types from USPTO. Predict which catalyst facilitates the given reaction. (1) Reactant: O=[C:2]([CH3:11])[CH2:3][CH:4]1[CH2:9][CH2:8][CH2:7][CH2:6][C:5]1=O.Cl.[NH2:13][CH2:14][C:15]([O:17][CH2:18][CH3:19])=[O:16].C(=O)(O)[O-].[Na+]. Product: [CH3:11][C:2]1[N:13]([CH2:14][C:15]([O:17][CH2:18][CH3:19])=[O:16])[C:5]2[CH2:6][CH2:7][CH2:8][CH2:9][C:4]=2[CH:3]=1. The catalyst class is: 4. (2) Reactant: [N+:1]([O-:4])(O)=[O:2].[Cl:5][C:6]1[CH:11]=[C:10]([F:12])[CH:9]=[CH:8][C:7]=1[NH2:13].CCOC(C)=O. Product: [Cl:5][C:6]1[CH:11]=[C:10]([F:12])[C:9]([N+:1]([O-:4])=[O:2])=[CH:8][C:7]=1[NH2:13]. The catalyst class is: 82. (3) Reactant: O=[C:2]1[NH:7][CH2:6][CH2:5][NH:4][CH:3]1[CH2:8][C:9](OC)=[O:10].[H-].[H-].[H-].[H-].[Li+].[Al+3]. Product: [NH:4]1[CH2:5][CH2:6][NH:7][CH2:2][CH:3]1[CH2:8][CH2:9][OH:10]. The catalyst class is: 1. (4) Reactant: C[O:2][C:3](=[O:27])[C@@H:4]([N:12]1[CH2:16][C:15]([O:17][C:18]2[CH:23]=[CH:22][CH:21]=[C:20]([O:24][CH3:25])[CH:19]=2)=[CH:14][C:13]1=[O:26])[CH2:5][CH:6]1[CH2:11][CH2:10][CH2:9][CH2:8][CH2:7]1.[OH-].[Li+]. Product: [CH:6]1([CH2:5][C@H:4]([N:12]2[CH2:16][C:15]([O:17][C:18]3[CH:23]=[CH:22][CH:21]=[C:20]([O:24][CH3:25])[CH:19]=3)=[CH:14][C:13]2=[O:26])[C:3]([OH:27])=[O:2])[CH2:11][CH2:10][CH2:9][CH2:8][CH2:7]1. The catalyst class is: 30. (5) Reactant: [F:1][C:2]([F:16])([F:15])[C:3]1[CH:14]=[CH:13][C:6]2[S:7][C:8]([C:10]([OH:12])=[O:11])=[CH:9][C:5]=2[CH:4]=1.[CH:17]([NH2:20])([CH3:19])[CH3:18]. Product: [F:16][C:2]([F:1])([F:15])[C:3]1[CH:14]=[CH:13][C:6]2[S:7][C:8]([C:10]([O-:12])=[O:11])=[CH:9][C:5]=2[CH:4]=1.[CH:17]([NH3+:20])([CH3:19])[CH3:18]. The catalyst class is: 7. (6) Reactant: [CH3:1][C:2]1[C:6]([S:7]([C:10]2[CH:15]=[CH:14][C:13]([N+:16]([O-])=O)=[CH:12][CH:11]=2)(=[O:9])=[O:8])=[C:5]([CH3:19])[N:4]([CH2:20][C@@H:21]([NH:23][C:24](=[O:30])[O:25][C:26]([CH3:29])([CH3:28])[CH3:27])[CH3:22])[N:3]=1.[H][H]. Product: [NH2:16][C:13]1[CH:12]=[CH:11][C:10]([S:7]([C:6]2[C:2]([CH3:1])=[N:3][N:4]([CH2:20][C@@H:21]([NH:23][C:24](=[O:30])[O:25][C:26]([CH3:28])([CH3:27])[CH3:29])[CH3:22])[C:5]=2[CH3:19])(=[O:9])=[O:8])=[CH:15][CH:14]=1. The catalyst class is: 470. (7) Reactant: Br[C:2]1[CH:3]=[N:4][C:5]([N:8]2[CH2:13][CH2:12][CH:11]([OH:14])[CH2:10][CH2:9]2)=[N:6][CH:7]=1.[Cu][C:16]#[N:17]. Product: [OH:14][CH:11]1[CH2:12][CH2:13][N:8]([C:5]2[N:4]=[CH:3][C:2]([C:16]#[N:17])=[CH:7][N:6]=2)[CH2:9][CH2:10]1. The catalyst class is: 303. (8) Reactant: C[O:2][C:3]([C:5]1[CH:10]=[CH:9][C:8]([C:11]2[C:12]([CH3:43])([CH3:42])[C@H:13]3[C@:26]([CH3:29])([CH2:27][CH:28]=2)[C@@H:25]2[C@:16]([CH3:41])([C@@:17]4([CH3:40])[C@H:22]([CH2:23][CH2:24]2)[C@H:21]2[C@H:30]([C:33]5([CH3:36])[CH2:35][CH2:34]5)[CH2:31][CH2:32][C@:20]2([C:37]([OH:39])=[O:38])[CH2:19][CH2:18]4)[CH2:15][CH2:14]3)=[CH:7][CH:6]=1)=[O:4].O.[OH-].[Li+]. Product: [C:3]([C:5]1[CH:6]=[CH:7][C:8]([C:11]2[C:12]([CH3:43])([CH3:42])[C@H:13]3[C@:26]([CH3:29])([CH2:27][CH:28]=2)[C@@H:25]2[C@:16]([CH3:41])([C@@:17]4([CH3:40])[C@H:22]([CH2:23][CH2:24]2)[C@H:21]2[C@H:30]([C:33]5([CH3:36])[CH2:35][CH2:34]5)[CH2:31][CH2:32][C@:20]2([C:37]([OH:39])=[O:38])[CH2:19][CH2:18]4)[CH2:15][CH2:14]3)=[CH:9][CH:10]=1)([OH:4])=[O:2]. The catalyst class is: 87. (9) Reactant: [NH2:1][C:2]1[CH:10]=[C:9]([S:11]([CH3:14])(=[O:13])=[O:12])[CH:8]=[CH:7][C:3]=1[C:4]([OH:6])=[O:5].N1C=CC=CC=1.Cl[C:22](Cl)([O:24]C(=O)OC(Cl)(Cl)Cl)Cl. Product: [CH3:14][S:11]([C:9]1[CH:8]=[CH:7][C:3]2[C:4](=[O:6])[O:5][C:22](=[O:24])[NH:1][C:2]=2[CH:10]=1)(=[O:13])=[O:12]. The catalyst class is: 245.